Dataset: Full USPTO retrosynthesis dataset with 1.9M reactions from patents (1976-2016). Task: Predict the reactants needed to synthesize the given product. (1) Given the product [CH3:1][O:2][C:3](=[O:16])[C:4]1[CH:5]=[CH:6][C:7]([CH:10]2[CH2:15][CH2:14][N:13]([CH2:21][CH2:20][CH3:22])[CH2:12][CH2:11]2)=[CH:8][CH:9]=1, predict the reactants needed to synthesize it. The reactants are: [CH3:1][O:2][C:3](=[O:16])[C:4]1[CH:9]=[CH:8][C:7]([CH:10]2[CH2:15][CH2:14][NH:13][CH2:12][CH2:11]2)=[CH:6][CH:5]=1.C(N(C(C)C)[CH:20]([CH3:22])[CH3:21])C.ICCC. (2) Given the product [C:15]([O:19][C:20]([N:22]1[CH2:28][CH2:27][CH2:26][N:25]([C:2]2[CH:3]=[C:4]([CH:12]([CH3:14])[CH3:13])[CH:5]=[C:6]3[C:11]=2[N:10]=[CH:9][CH:8]=[CH:7]3)[CH2:24][CH2:23]1)=[O:21])([CH3:18])([CH3:16])[CH3:17], predict the reactants needed to synthesize it. The reactants are: Br[C:2]1[CH:3]=[C:4]([CH:12]([CH3:14])[CH3:13])[CH:5]=[C:6]2[C:11]=1[N:10]=[CH:9][CH:8]=[CH:7]2.[C:15]([O:19][C:20]([N:22]1[CH2:28][CH2:27][CH2:26][NH:25][CH2:24][CH2:23]1)=[O:21])([CH3:18])([CH3:17])[CH3:16].CC([O-])(C)C.[K+].CCOC(C)=O. (3) Given the product [C:49]1([C:47]2[C:46]3[C:41](=[CH:42][CH:43]=[CH:44][CH:45]=3)[N:40]=[C:39]([C:23]3([C:27]([O:29][CH3:30])=[O:28])[CH2:24][CH2:25][CH2:26][N:21]([C:31]([O:33][C:34]([CH3:37])([CH3:36])[CH3:35])=[O:32])[CH2:22]3)[N:48]=2)[CH:50]=[CH:51][CH:52]=[CH:53][CH:54]=1, predict the reactants needed to synthesize it. The reactants are: C([N-]C(C)C)(C)C.[Li+].N(C(C)C)C(C)C.[Li]CCCC.[N:21]1([C:31]([O:33][C:34]([CH3:37])([CH3:36])[CH3:35])=[O:32])[CH2:26][CH2:25][CH2:24][CH:23]([C:27]([O:29][CH3:30])=[O:28])[CH2:22]1.Cl[C:39]1[N:48]=[C:47]([C:49]2[CH:54]=[CH:53][CH:52]=[CH:51][CH:50]=2)[C:46]2[C:41](=[CH:42][CH:43]=[CH:44][CH:45]=2)[N:40]=1.[NH4+].[Cl-]. (4) Given the product [NH:1]1[C:9]2[C:4](=[C:5]([C:10]3[N:11]=[C:12]([N:22]4[CH2:23][CH2:24][O:25][CH2:26][CH2:27]4)[C:13]4[CH:18]=[C:17]([C:19]([N:28]5[CH2:33][CH2:32][CH:31]([OH:34])[CH2:30][CH2:29]5)=[O:21])[S:16][C:14]=4[N:15]=3)[CH:6]=[CH:7][CH:8]=2)[CH:3]=[N:2]1, predict the reactants needed to synthesize it. The reactants are: [NH:1]1[C:9]2[C:4](=[C:5]([C:10]3[N:11]=[C:12]([N:22]4[CH2:27][CH2:26][O:25][CH2:24][CH2:23]4)[C:13]4[CH:18]=[C:17]([C:19]([OH:21])=O)[S:16][C:14]=4[N:15]=3)[CH:6]=[CH:7][CH:8]=2)[CH:3]=[N:2]1.[NH:28]1[CH2:33][CH2:32][CH:31]([OH:34])[CH2:30][CH2:29]1. (5) Given the product [Cl:31][C:21]1[CH:22]=[C:23]([O:24][C:25]2[CH:26]=[CH:27][CH:28]=[CH:29][CH:30]=2)[C:18]([O:17][C@@H:15]([CH3:16])[CH2:14][CH2:13][O:12][C:9]2[CH:10]=[CH:11][C:6]([CH2:5][CH2:4][C:3]([OH:33])=[O:2])=[C:7]([CH3:32])[CH:8]=2)=[N:19][CH:20]=1, predict the reactants needed to synthesize it. The reactants are: C[O:2][C:3](=[O:33])[CH2:4][CH2:5][C:6]1[CH:11]=[CH:10][C:9]([O:12][CH2:13][CH2:14][C@@H:15]([O:17][C:18]2[C:23]([O:24][C:25]3[CH:30]=[CH:29][CH:28]=[CH:27][CH:26]=3)=[CH:22][C:21]([Cl:31])=[CH:20][N:19]=2)[CH3:16])=[CH:8][C:7]=1[CH3:32].